Dataset: Forward reaction prediction with 1.9M reactions from USPTO patents (1976-2016). Task: Predict the product of the given reaction. (1) The product is: [Si:22]([O:25][CH2:26][C@@H:27]1[C@@H:34]2[C@@H:30]([O:31][C:32]([CH3:35])([CH3:36])[O:33]2)[CH2:29][S@@:12]1=[O:16])([C:18]([CH3:21])([CH3:19])[CH3:20])([CH3:23])[CH3:24].[Si:22]([O:25][CH2:26][C@@H:27]1[C@@H:34]2[C@@H:30]([O:31][C:32]([CH3:36])([CH3:35])[O:33]2)[CH2:29][S@:28]1=[O:9])([C:18]([CH3:21])([CH3:19])[CH3:20])([CH3:24])[CH3:23]. Given the reactants ClC1C=CC=C(C(OO)=[O:9])C=1.[S:12]([O-:16])([O-])(=O)=O.[Mg+2].[C:18]([Si:22]([O:25][CH2:26][C@@H:27]1[C@@H:34]2[C@@H:30]([O:31][C:32]([CH3:36])([CH3:35])[O:33]2)[CH2:29][S:28]1)([CH3:24])[CH3:23])([CH3:21])([CH3:20])[CH3:19], predict the reaction product. (2) The product is: [CH:37]1([N:36]2[C:29]3[N:30]=[C:31]([S:34][CH3:35])[N:32]=[CH:33][C:28]=3[C:26]([OH:27])=[CH:25][C:24]2=[O:23])[CH2:41][CH2:40][CH2:39][CH2:38]1. Given the reactants C(N(C(C)C)CC)(C)C.C1CCN2C(=NCCC2)CC1.C([O:23][C:24](=O)[CH2:25][C:26]([C:28]1[C:29]([NH:36][CH:37]2[CH2:41][CH2:40][CH2:39][CH2:38]2)=[N:30][C:31]([S:34][CH3:35])=[N:32][CH:33]=1)=[O:27])C.Cl, predict the reaction product. (3) Given the reactants Br[C:2]1[CH:3]=[CH:4][C:5]([F:30])=[C:6]([C@:8]23[CH2:16][O:15][C@H:14]([C:17]([F:20])([F:19])[CH3:18])[C@H:13]2[CH2:12][S:11][C:10]([NH:21][C:22](=[O:29])[C:23]2[CH:28]=[CH:27][CH:26]=[CH:25][CH:24]=2)=[N:9]3)[CH:7]=1.[F:31][C:32]([F:37])([F:36])[C:33]([NH2:35])=[O:34].C(=O)([O-])[O-].[K+].[K+].[I-].[Na+].CN[C@@H]1CCCC[C@H]1NC, predict the reaction product. The product is: [F:20][C:17]([C@@H:14]1[CH:13]2[C@@:8]([C:6]3[CH:7]=[C:2]([NH:35][C:33](=[O:34])[C:32]([F:37])([F:36])[F:31])[CH:3]=[CH:4][C:5]=3[F:30])([N:9]=[C:10]([NH:21][C:22](=[O:29])[C:23]3[CH:28]=[CH:27][CH:26]=[CH:25][CH:24]=3)[S:11][CH2:12]2)[CH2:16][O:15]1)([F:19])[CH3:18]. (4) Given the reactants Cl[C:2]1[N:7]2[N:8]=[CH:9][CH:10]=[C:6]2[N:5]=[C:4]([NH:11][C:12](=[O:23])[C:13]2[CH:18]=[CH:17][C:16]([C:19]([OH:22])([CH3:21])[CH3:20])=[CH:15][CH:14]=2)[CH:3]=1.[C:24]([NH:27][C:28]1[CH:29]=[C:30](B(O)O)[CH:31]=[CH:32][CH:33]=1)(=[O:26])[CH3:25], predict the reaction product. The product is: [C:24]([NH:27][C:28]1[CH:33]=[C:32]([C:2]2[N:7]3[N:8]=[CH:9][CH:10]=[C:6]3[N:5]=[C:4]([NH:11][C:12](=[O:23])[C:13]3[CH:18]=[CH:17][C:16]([C:19]([OH:22])([CH3:21])[CH3:20])=[CH:15][CH:14]=3)[CH:3]=2)[CH:31]=[CH:30][CH:29]=1)(=[O:26])[CH3:25]. (5) The product is: [CH2:1]([O:3][C:4]([C:6]1[CH2:11][CH2:10][CH2:9][CH2:8][C:7]=1[NH:12][C:13](=[O:19])[CH2:14][CH2:15][CH2:16][CH2:17][N:23]1[CH2:24][CH2:25][N:20]([C:26]2[CH:35]=[CH:34][C:33]3[C:28](=[CH:29][CH:30]=[CH:31][CH:32]=3)[N:27]=2)[CH2:21][CH2:22]1)=[O:5])[CH3:2]. Given the reactants [CH2:1]([O:3][C:4]([C:6]1[CH2:11][CH2:10][CH2:9][CH2:8][C:7]=1[NH:12][C:13](=[O:19])[CH2:14][CH2:15][CH2:16][CH2:17]Br)=[O:5])[CH3:2].[N:20]1([C:26]2[CH:35]=[CH:34][C:33]3[C:28](=[CH:29][CH:30]=[CH:31][CH:32]=3)[N:27]=2)[CH2:25][CH2:24][NH:23][CH2:22][CH2:21]1.C(N(CC)CC)C, predict the reaction product. (6) Given the reactants [CH3:1][O:2][C:3]12[CH2:10][CH2:9][C:6]([C:11]([O:13]C)=[O:12])([CH2:7][CH2:8]1)[CH2:5][CH2:4]2.Cl, predict the reaction product. The product is: [CH3:1][O:2][C:3]12[CH2:10][CH2:9][C:6]([C:11]([OH:13])=[O:12])([CH2:5][CH2:4]1)[CH2:7][CH2:8]2. (7) Given the reactants Cl[C:2]1[C:7]([C:8]([O:10][CH3:11])=[O:9])=[CH:6][N:5]=[C:4]([C:12]2[CH:17]=[CH:16][C:15]([F:18])=[CH:14][C:13]=2[F:19])[CH:3]=1.[Cl:20][C:21]1[CH:26]=[CH:25][CH:24]=[CH:23][C:22]=1[OH:27], predict the reaction product. The product is: [Cl:20][C:21]1[CH:26]=[CH:25][CH:24]=[CH:23][C:22]=1[O:27][C:2]1[C:7]([C:8]([O:10][CH3:11])=[O:9])=[CH:6][N:5]=[C:4]([C:12]2[CH:17]=[CH:16][C:15]([F:18])=[CH:14][C:13]=2[F:19])[CH:3]=1. (8) Given the reactants [Cl:1][C:2]1[CH:31]=[C:30]([Cl:32])[CH:29]=[CH:28][C:3]=1[O:4][C:5]1[CH:10]=[CH:9][CH:8]=[CH:7][C:6]=1[NH:11][S:12]([C:15]1[CH:27]=[CH:26][C:18]([C:19]([NH:21][CH2:22][C:23](O)=[O:24])=[O:20])=[CH:17][CH:16]=1)(=[O:14])=[O:13].C(OC([N:40]1[CH2:45][CH2:44][CH:43]([CH2:46][CH2:47][CH2:48][NH2:49])[CH2:42][CH2:41]1)=O)(C)(C)C, predict the reaction product. The product is: [ClH:1].[Cl:1][C:2]1[CH:31]=[C:30]([Cl:32])[CH:29]=[CH:28][C:3]=1[O:4][C:5]1[CH:10]=[CH:9][CH:8]=[CH:7][C:6]=1[NH:11][S:12]([C:15]1[CH:27]=[CH:26][C:18]([C:19]([NH:21][CH2:22][C:23](=[O:24])[NH:49][CH2:48][CH2:47][CH2:46][CH:43]2[CH2:44][CH2:45][NH:40][CH2:41][CH2:42]2)=[O:20])=[CH:17][CH:16]=1)(=[O:14])=[O:13]. (9) Given the reactants [CH3:1][N:2]([CH3:7])[CH2:3][CH2:4][NH:5][CH3:6].[Cl:8][C:9]1[C:10]([C:28]2[CH:29]=[N:30][N:31]3[CH:36]=[CH:35][CH:34]=[CH:33][C:32]=23)=[N:11][C:12]([NH:15][C:16]2[CH:21]=[C:20]([N+:22]([O-:24])=[O:23])[C:19](F)=[CH:18][C:17]=2[O:26][CH3:27])=[N:13][CH:14]=1.CCN(C(C)C)C(C)C, predict the reaction product. The product is: [Cl:8][C:9]1[C:10]([C:28]2[CH:29]=[N:30][N:31]3[CH:36]=[CH:35][CH:34]=[CH:33][C:32]=23)=[N:11][C:12]([NH:15][C:16]2[CH:21]=[C:20]([N+:22]([O-:24])=[O:23])[C:19]([N:5]([CH2:4][CH2:3][N:2]([CH3:7])[CH3:1])[CH3:6])=[CH:18][C:17]=2[O:26][CH3:27])=[N:13][CH:14]=1. (10) Given the reactants [CH2:1]([O:8][CH2:9][CH2:10][CH:11]([C:32]1[CH:37]=[CH:36][C:35]([Cl:38])=[CH:34][CH:33]=1)[C:12]([C:20]1[CH:25]=[CH:24][C:23]([O:26][CH2:27][CH2:28][N:29]([CH3:31])[CH3:30])=[CH:22][CH:21]=1)([C:14]1[CH:19]=[CH:18][CH:17]=[CH:16][CH:15]=1)O)[C:2]1[CH:7]=[CH:6][CH:5]=[CH:4][CH:3]=1.Cl, predict the reaction product. The product is: [CH2:1]([O:8][CH2:9][CH2:10][C:11]([C:32]1[CH:37]=[CH:36][C:35]([Cl:38])=[CH:34][CH:33]=1)=[C:12]([C:20]1[CH:21]=[CH:22][C:23]([O:26][CH2:27][CH2:28][N:29]([CH3:30])[CH3:31])=[CH:24][CH:25]=1)[C:14]1[CH:19]=[CH:18][CH:17]=[CH:16][CH:15]=1)[C:2]1[CH:3]=[CH:4][CH:5]=[CH:6][CH:7]=1.